Dataset: Full USPTO retrosynthesis dataset with 1.9M reactions from patents (1976-2016). Task: Predict the reactants needed to synthesize the given product. (1) Given the product [C:20]([O:19][C:17]([N:14]1[CH2:15][CH2:16][N:11]([C:9]2[N:8]=[C:7]([C:24]3[CH:29]=[CH:28][N:27]=[C:26]([F:30])[CH:25]=3)[C:6]([C:31]3[CH:36]=[CH:35][CH:34]=[CH:33][CH:32]=3)=[C:5]([C:3]([OH:4])=[O:2])[CH:10]=2)[CH2:12][CH2:13]1)=[O:18])([CH3:23])([CH3:21])[CH3:22], predict the reactants needed to synthesize it. The reactants are: C[O:2][C:3]([C:5]1[CH:10]=[C:9]([N:11]2[CH2:16][CH2:15][N:14]([C:17]([O:19][C:20]([CH3:23])([CH3:22])[CH3:21])=[O:18])[CH2:13][CH2:12]2)[N:8]=[C:7]([C:24]2[CH:29]=[CH:28][N:27]=[C:26]([F:30])[CH:25]=2)[C:6]=1[C:31]1[CH:36]=[CH:35][CH:34]=[CH:33][CH:32]=1)=[O:4].O.O[Li].O. (2) The reactants are: [CH3:1][O:2][C:3]1[N:8]=[C:7]([O:9][CH3:10])[N:6]=[C:5]([NH:11][C:12]([NH:14][S:15]([C:18]2[CH:27]=[CH:26][CH:25]=[C:24]([N+:28]([O-])=O)[C:19]=2[C:20]([O:22][CH3:23])=[O:21])(=[O:17])=[O:16])=[O:13])[N:4]=1. Given the product [NH2:28][C:24]1[CH:25]=[CH:26][CH:27]=[C:18]([S:15]([NH:14][C:12]([NH:11][C:5]2[N:6]=[C:7]([O:9][CH3:10])[N:8]=[C:3]([O:2][CH3:1])[N:4]=2)=[O:13])(=[O:16])=[O:17])[C:19]=1[C:20]([O:22][CH3:23])=[O:21], predict the reactants needed to synthesize it.